From a dataset of Catalyst prediction with 721,799 reactions and 888 catalyst types from USPTO. Predict which catalyst facilitates the given reaction. (1) Reactant: [N+:1]([C:4]1[CH:5]=[CH:6][C:7](Cl)=[N:8][CH:9]=1)([O-:3])=[O:2].[F-:11].[K+].C1CS(=O)(=O)CC1. Product: [N+:1]([C:4]1[CH:5]=[CH:6][C:7]([F:11])=[N:8][CH:9]=1)([O-:3])=[O:2]. The catalyst class is: 48. (2) Reactant: [Cl:1][C:2]1[C:7]([O:8][CH2:9][C:10]([OH:12])=O)=[CH:6][CH:5]=[C:4]([CH2:13][N:14]2[CH2:19][CH2:18][O:17][CH2:16][CH2:15]2)[N:3]=1.CN(C(ON1N=NC2C=CC=CC1=2)=[N+](C)C)C.[B-](F)(F)(F)F.[F:42][C:43]1[C:48]([CH:49]2[C:54]3[N:55]4[N:60]=[C:59]([CH3:61])[S:58][C:56]4=[N:57][C:53]=3[CH2:52][CH2:51][NH:50]2)=[CH:47][CH:46]=[CH:45][N:44]=1.CCN(C(C)C)C(C)C. Product: [Cl:1][C:2]1[C:7]([O:8][CH2:9][C:10]([N:50]2[CH2:51][CH2:52][C:53]3[N:57]=[C:56]4[S:58][C:59]([CH3:61])=[N:60][N:55]4[C:54]=3[CH:49]2[C:48]2[C:43]([F:42])=[N:44][CH:45]=[CH:46][CH:47]=2)=[O:12])=[CH:6][CH:5]=[C:4]([CH2:13][N:14]2[CH2:19][CH2:18][O:17][CH2:16][CH2:15]2)[N:3]=1. The catalyst class is: 3. (3) Reactant: [BH4-].[Na+].[CH3:3][N:4]1[CH2:9][CH2:8][CH:7]([C:10]2[CH:15]=[CH:14][C:13]([NH:16][C:17](=[O:26])[O:18][CH2:19][C:20]3[CH:25]=[CH:24][CH:23]=[CH:22][CH:21]=3)=[C:12]([O:27][CH:28]([CH3:30])[CH3:29])[CH:11]=2)[C:6](=[O:31])[CH2:5]1.O.[Cl-].[Na+]. Product: [OH:31][CH:6]1[CH:7]([C:10]2[CH:15]=[CH:14][C:13]([NH:16][C:17](=[O:26])[O:18][CH2:19][C:20]3[CH:21]=[CH:22][CH:23]=[CH:24][CH:25]=3)=[C:12]([O:27][CH:28]([CH3:29])[CH3:30])[CH:11]=2)[CH2:8][CH2:9][N:4]([CH3:3])[CH2:5]1. The catalyst class is: 162. (4) Reactant: [CH3:1][C:2]([C:14](O)=[O:15])([CH2:4][C:5]1[C:13]2[C:8](=[CH:9][CH:10]=[CH:11][CH:12]=2)[NH:7][CH:6]=1)[NH2:3]. Product: [NH2:3][C:2]([CH3:1])([CH2:4][C:5]1[C:13]2[C:8](=[CH:9][CH:10]=[CH:11][CH:12]=2)[NH:7][CH:6]=1)[CH2:14][OH:15]. The catalyst class is: 1.